This data is from Forward reaction prediction with 1.9M reactions from USPTO patents (1976-2016). The task is: Predict the product of the given reaction. (1) Given the reactants [Cl:1][C:2]1[CH:7]=[C:6]([Cl:8])[CH:5]=[CH:4][C:3]=1[N:9]1[C:14]2=[N:15][C:16]3[C:17](=[C:18]([C:22]([OH:24])=O)[CH:19]=[CH:20][CH:21]=3)[N:13]2[CH2:12][CH2:11][CH2:10]1.O[N:26]1[C:30]2[CH:31]=CC=CC=2N=N1.Cl.[CH2:36](N=C=NCCCN(C)C)[CH3:37].C(N)C, predict the reaction product. The product is: [Cl:1][C:2]1[CH:7]=[C:6]([Cl:8])[CH:5]=[CH:4][C:3]=1[N:9]1[C:14]2=[N:15][C:16]3[C:17](=[C:18]([C:22]([N:26]([CH2:30][CH3:31])[CH2:36][CH3:37])=[O:24])[CH:19]=[CH:20][CH:21]=3)[N:13]2[CH2:12][CH2:11][CH2:10]1. (2) Given the reactants [CH3:1][C:2]([CH3:5])([O-])[CH3:3].[K+].[CH3:7][C:8](=[N:10][OH:11])C.FC1C=CC(C)=CC=1C#[N:16].Cl.[CH2:23]1[CH2:27]OCC1, predict the reaction product. The product is: [CH3:1][C:2]1[CH:5]=[CH:27][C:23]2[O:11][N:10]=[C:8]([NH2:16])[C:7]=2[CH:3]=1. (3) Given the reactants [C:1]([O:5][C:6](=[O:22])[NH:7][C:8]1[N:9]([CH2:13][C:14]2[CH:19]=[C:18]([Cl:20])[CH:17]=[C:16]([Cl:21])[CH:15]=2)[CH:10]=[CH:11][N:12]=1)([CH3:4])([CH3:3])[CH3:2].[H-].[Na+].[F:25][C:26]1[CH:33]=[CH:32][C:29]([CH2:30]Br)=[CH:28][CH:27]=1, predict the reaction product. The product is: [C:1]([O:5][C:6](=[O:22])[N:7]([C:8]1[N:9]([CH2:13][C:14]2[CH:19]=[C:18]([Cl:20])[CH:17]=[C:16]([Cl:21])[CH:15]=2)[CH:10]=[CH:11][N:12]=1)[CH2:30][C:29]1[CH:32]=[CH:33][C:26]([F:25])=[CH:27][CH:28]=1)([CH3:4])([CH3:2])[CH3:3]. (4) The product is: [OH:13][C:14]1[CH:15]=[C:16]([CH:21]=[CH:22][CH:23]=1)[C:17]([NH:19][N:20]=[C:5]1[C:4]2[C:8](=[CH:9][CH:10]=[C:2]([I:1])[CH:3]=2)[NH:7][C:6]1=[O:11])=[O:18]. Given the reactants [I:1][C:2]1[CH:3]=[C:4]2[C:8](=[CH:9][CH:10]=1)[NH:7][C:6](=[O:11])[C:5]2=O.[OH:13][C:14]1[CH:15]=[C:16]([CH:21]=[CH:22][CH:23]=1)[C:17]([NH:19][NH2:20])=[O:18], predict the reaction product.